From a dataset of Reaction yield outcomes from USPTO patents with 853,638 reactions. Predict the reaction yield, written as a fraction of the theoretical maximum amount of product (1.0 means a 100% yield; for example, 0.34 means a 34% yield). (1) The catalyst is CO. The reactants are [O:1]=[C:2]([C:8]1[N:9]=[C:10]([NH:13][C:14]([C:27]2[CH:32]=[CH:31][CH:30]=[CH:29][CH:28]=2)([C:21]2[CH:26]=[CH:25][CH:24]=[CH:23][CH:22]=2)[C:15]2[CH:20]=[CH:19][CH:18]=[CH:17][CH:16]=2)[S:11][CH:12]=1)[C:3]([O:5]CC)=[O:4].[OH-].[Na+]. The product is [O:1]=[C:2]([C:8]1[N:9]=[C:10]([NH:13][C:14]([C:21]2[CH:26]=[CH:25][CH:24]=[CH:23][CH:22]=2)([C:15]2[CH:16]=[CH:17][CH:18]=[CH:19][CH:20]=2)[C:27]2[CH:32]=[CH:31][CH:30]=[CH:29][CH:28]=2)[S:11][CH:12]=1)[C:3]([OH:5])=[O:4]. The yield is 1.00. (2) The reactants are [CH3:1][O:2][C:3]1[CH:4]=[C:5]([CH:8]=[C:9]([O:11][CH3:12])[CH:10]=1)[CH:6]=O.[C:13]([NH:16][NH2:17])([NH2:15])=[NH:14].[ClH:18]. No catalyst specified. The product is [ClH:18].[CH3:1][O:2][C:3]1[CH:4]=[C:5]([CH:8]=[C:9]([O:11][CH3:12])[CH:10]=1)[CH:6]=[N:17][NH:16][C:13]([NH2:15])=[NH:14]. The yield is 0.990. (3) The reactants are [CH2:1]([NH:6][C:7]([C:9]1[N:10]=[N:11][C:12](Cl)=[CH:13][CH:14]=1)=[O:8])[CH2:2][CH2:3][CH:4]=[CH2:5].[NH:16]1[CH2:21][CH2:20][NH:19][CH2:18][CH2:17]1. The catalyst is C(#N)C. The product is [CH2:1]([NH:6][C:7]([C:9]1[N:10]=[N:11][C:12]([N:16]2[CH2:21][CH2:20][NH:19][CH2:18][CH2:17]2)=[CH:13][CH:14]=1)=[O:8])[CH2:2][CH2:3][CH:4]=[CH2:5]. The yield is 0.886. (4) The reactants are [CH3:1][N:2]1[CH:6]=[C:5]([C:7]([O:9]CC)=[O:8])[CH:4]=[N:3]1.[OH-].[Na+]. The catalyst is C(O)C. The product is [CH3:1][N:2]1[CH:6]=[C:5]([C:7]([OH:9])=[O:8])[CH:4]=[N:3]1. The yield is 0.860. (5) The reactants are [F:1][C:2]1[C:3]([NH:16][C:17]2[CH:22]=[CH:21][C:20]([I:23])=[CH:19][C:18]=2[F:24])=[C:4]([C:9]([N:11]2[CH2:14][CH:13]([OH:15])[CH2:12]2)=[O:10])[CH:5]=[CH:6][C:7]=1[F:8].CC(OI1(OC(C)=O)(OC(C)=O)OC(=O)C2C=CC=CC1=2)=O.C(OCC)(=O)C. The catalyst is ClCCl. The product is [F:1][C:2]1[C:3]([NH:16][C:17]2[CH:22]=[CH:21][C:20]([I:23])=[CH:19][C:18]=2[F:24])=[C:4]([C:9]([N:11]2[CH2:12][C:13](=[O:15])[CH2:14]2)=[O:10])[CH:5]=[CH:6][C:7]=1[F:8]. The yield is 0.930. (6) The reactants are [CH:1]1([C:7]([OH:9])=O)[CH2:6][CH2:5][CH2:4][CH2:3][CH2:2]1.[NH:10]1[C:14]2[CH:15]=[CH:16][CH:17]=[CH:18][C:13]=2[N:12]=[C:11]1[C:19]1[C:23]([NH2:24])=[CH:22][NH:21][N:20]=1.C(Cl)CCl.C1C=CC2N(O)N=NC=2C=1. The catalyst is CS(C)=O. The product is [NH:12]1[C:13]2[CH:18]=[CH:17][CH:16]=[CH:15][C:14]=2[N:10]=[C:11]1[C:19]1[C:23]([NH:24][C:7]([CH:1]2[CH2:2][CH2:3][CH2:4][CH2:5][CH2:6]2)=[O:9])=[CH:22][NH:21][N:20]=1. The yield is 0.320. (7) The reactants are [NH2:1][C@H:2]([CH:21]([CH3:23])[CH3:22])[C:3]([N:5]1[CH2:10][CH2:9][C@@:8]([C:12]2[CH:17]=[CH:16][C:15]([Cl:18])=[CH:14][CH:13]=2)([OH:11])[C:7]([CH3:20])([CH3:19])[CH2:6]1)=[O:4].[CH3:24][O:25][C:26]([C:28]1[CH:33]=[CH:32][CH:31]=[CH:30][C:29]=1[C:34]1[CH:39]=[CH:38][CH:37]=[C:36]([C:40](O)=[O:41])[CH:35]=1)=[O:27].C1C=CC2N(O)N=NC=2C=1.C(Cl)CCl.C(N(CC)CC)C. The catalyst is C(Cl)Cl. The product is [Cl:18][C:15]1[CH:14]=[CH:13][C:12]([C@@:8]2([OH:11])[CH2:9][CH2:10][N:5]([C:3](=[O:4])[C@H:2]([NH:1][C:40]([C:36]3[CH:35]=[C:34]([C:29]4[C:28]([C:26]([O:25][CH3:24])=[O:27])=[CH:33][CH:32]=[CH:31][CH:30]=4)[CH:39]=[CH:38][CH:37]=3)=[O:41])[CH:21]([CH3:23])[CH3:22])[CH2:6][C:7]2([CH3:19])[CH3:20])=[CH:17][CH:16]=1. The yield is 0.650. (8) The reactants are CS(C1C=CC([C:11]2[CH:16]=[CH:15][C:14]([C:17](=[C:25]3[CH2:30][C:29]([CH3:32])([CH3:31])[CH2:28][C:27]([CH3:34])([CH3:33])[CH2:26]3)[C:18]3[CH:23]=[CH:22][C:21]([OH:24])=[CH:20][CH:19]=3)=[CH:13][CH:12]=2)=CC=1)(=O)=O.BrC1C=CC(C(=C2CC(C)(C)CC(C)(C)C2)C2C=CC(O)=CC=2)=CC=1.[CH3:60][C:61]1[C:65](B(O)O)=[C:64]([CH3:69])[O:63][N:62]=1.C([O-])([O-])=O.[Na+].[Na+]. The catalyst is Cl[Pd](Cl)([P](C1C=CC=CC=1)(C1C=CC=CC=1)C1C=CC=CC=1)[P](C1C=CC=CC=1)(C1C=CC=CC=1)C1C=CC=CC=1.O.C1COCC1. The product is [CH3:60][C:61]1[C:65]([C:11]2[CH:16]=[CH:15][C:14]([C:17](=[C:25]3[CH2:26][C:27]([CH3:33])([CH3:34])[CH2:28][C:29]([CH3:31])([CH3:32])[CH2:30]3)[C:18]3[CH:23]=[CH:22][C:21]([OH:24])=[CH:20][CH:19]=3)=[CH:13][CH:12]=2)=[C:64]([CH3:69])[O:63][N:62]=1. The yield is 0.830. (9) The reactants are [Br:1][C:2]1[C:3]2[CH:13]=[CH:12][CH:11]=[CH:10][C:4]=2[S:5][C:6]=1[C:7]([OH:9])=O.[CH2:14]([NH2:21])[C:15]1[CH:20]=[CH:19][CH:18]=[CH:17][CH:16]=1.C1CCC(N=C=NC2CCCCC2)CC1.C1C=CC2N(O)N=NC=2C=1. The catalyst is C(OCC)(=O)C.CN(C=O)C. The product is [CH2:14]([NH:21][C:7]([C:6]1[S:5][C:4]2[CH:10]=[CH:11][CH:12]=[CH:13][C:3]=2[C:2]=1[Br:1])=[O:9])[C:15]1[CH:20]=[CH:19][CH:18]=[CH:17][CH:16]=1. The yield is 0.980. (10) The reactants are Br[C:2]1[CH:3]=[CH:4][CH:5]=[C:6]2[C:11]=1[N:10]=[C:9]([NH:12][C:13]1[CH:18]=[CH:17][CH:16]=[CH:15][CH:14]=1)[N:8]=[CH:7]2.C(=O)([O-])[O-].[K+].[K+].C1(P(C2C=CC=CC=2)CCCP(C2C=CC=CC=2)C2C=CC=CC=2)C=CC=CC=1.[CH:54]([O:56][CH2:57][CH2:58][CH2:59][CH3:60])=[CH2:55]. The catalyst is CN(C=O)C.O.C(O[Pd]OC(=O)C)(=O)C. The product is [CH2:57]([O:56][C:54]([C:2]1[CH:3]=[CH:4][CH:5]=[C:6]2[C:11]=1[N:10]=[C:9]([NH:12][C:13]1[CH:18]=[CH:17][CH:16]=[CH:15][CH:14]=1)[N:8]=[CH:7]2)=[CH2:55])[CH2:58][CH2:59][CH3:60]. The yield is 0.670.